The task is: Predict the product of the given reaction.. This data is from Forward reaction prediction with 1.9M reactions from USPTO patents (1976-2016). (1) Given the reactants [F:1][C:2]1[CH:7]=[CH:6][C:5](/[C:8](/[C:24]2[CH:29]=[CH:28][C:27]([C:30]#[C:31][CH2:32][N:33]3[CH2:38]COCC3)=[CH:26][CH:25]=2)=[CH:9]/[CH2:10][O:11][C:12]2[CH:22]=[CH:21][C:15]([O:16][CH2:17][C:18]([OH:20])=O)=[C:14]([CH3:23])[CH:13]=2)=[CH:4][CH:3]=1.[CH2:39]([N:42]1C=CC=N1)[C:40]#C.[O:47]1CCC[CH2:48]1, predict the reaction product. The product is: [F:1][C:2]1[CH:7]=[CH:6][C:5](/[C:8](/[C:24]2[CH:25]=[CH:26][C:27]([C:30]#[C:31][CH2:32][N:33]3[CH:38]=[CH:40][CH:39]=[N:42]3)=[CH:28][CH:29]=2)=[CH:9]/[CH2:10][O:11][C:12]2[CH:22]=[CH:21][C:15]([O:16][CH2:17][C:18]([O:47][CH3:48])=[O:20])=[C:14]([CH3:23])[CH:13]=2)=[CH:4][CH:3]=1. (2) Given the reactants [CH2:1]([O:3][C:4]([CH:6]1[CH2:10][CH2:9][CH2:8][C:7]1=O)=[O:5])[CH3:2].Cl.CN.[C:15]([BH3-])#[N:16].[Na+], predict the reaction product. The product is: [CH2:1]([O:3][C:4]([C:6]1[CH2:10][CH2:9][CH2:8][C:7]=1[NH:16][CH3:15])=[O:5])[CH3:2].